Dataset: Reaction yield outcomes from USPTO patents with 853,638 reactions. Task: Predict the reaction yield, written as a fraction of the theoretical maximum amount of product (1.0 means a 100% yield; for example, 0.34 means a 34% yield). (1) The reactants are C[Si](Br)(C)C.C[O:7][P:8]([CH:12]([P:38]([O:42]C)([O:40]C)=[O:39])[CH2:13][N:14]1[CH2:19][CH2:18][N:17]([C:20]2[CH:29]=[C:28]3[C:23]([C:24](=[O:36])[C:25]([C:33]([OH:35])=[O:34])=[CH:26][N:27]3[CH:30]3[CH2:32][CH2:31]3)=[CH:22][C:21]=2[F:37])[CH2:16][CH2:15]1)([O:10]C)=[O:9]. The catalyst is C(Cl)Cl. The product is [P:8]([CH:12]([P:38]([OH:40])([OH:42])=[O:39])[CH2:13][N:14]1[CH2:19][CH2:18][N:17]([C:20]2[CH:29]=[C:28]3[C:23]([C:24](=[O:36])[C:25]([C:33]([OH:35])=[O:34])=[CH:26][N:27]3[CH:30]3[CH2:32][CH2:31]3)=[CH:22][C:21]=2[F:37])[CH2:16][CH2:15]1)([OH:9])([OH:10])=[O:7]. The yield is 1.00. (2) The reactants are F[C:2]1[C:7]([I:8])=[CH:6][CH:5]=[CH:4][N:3]=1.C([O-])([O-])=O.[Cs+].[Cs+].[CH2:15]([SH:19])[CH2:16][CH2:17][CH3:18]. No catalyst specified. The product is [CH2:15]([S:19][C:2]1[C:7]([I:8])=[CH:6][CH:5]=[CH:4][N:3]=1)[CH2:16][CH2:17][CH3:18]. The yield is 0.660. (3) The reactants are Cl[C:2]1[C:7]2[C:8](=[O:32])[N:9]([C:13]3[CH:14]=[C:15]4[C:19](=[C:20]([CH:22]5[CH2:24][CH2:23]5)[CH:21]=3)[N:18]([C:25]3[CH:26]=[N:27][C:28]([CH3:31])=[CH:29][CH:30]=3)[CH:17]=[CH:16]4)[CH2:10][CH2:11][O:12][C:6]=2[N:5]=[CH:4][N:3]=1.[NH3:33]. The catalyst is O1CCOCC1. The product is [NH2:33][C:2]1[C:7]2[C:8](=[O:32])[N:9]([C:13]3[CH:14]=[C:15]4[C:19](=[C:20]([CH:22]5[CH2:24][CH2:23]5)[CH:21]=3)[N:18]([C:25]3[CH:26]=[N:27][C:28]([CH3:31])=[CH:29][CH:30]=3)[CH:17]=[CH:16]4)[CH2:10][CH2:11][O:12][C:6]=2[N:5]=[CH:4][N:3]=1. The yield is 0.680. (4) The reactants are [NH2:1][C:2]1[CH:7]=[CH:6][C:5]([S:8]([N:11]2[CH2:16][CH2:15][C:14](=[N:17][O:18][CH2:19][C:20]3[CH:21]=[CH:22][C:23]([F:28])=[C:24]([CH:27]=3)[C:25]#[N:26])[CH2:13][CH2:12]2)(=[O:10])=[O:9])=[CH:4][CH:3]=1.C(N(CC)CC)C.[C:36](Cl)(=[O:38])[CH3:37].O. The catalyst is O1CCCC1. The product is [C:25]([C:24]1[CH:27]=[C:20]([CH:21]=[CH:22][C:23]=1[F:28])[CH2:19][O:18][N:17]=[C:14]1[CH2:13][CH2:12][N:11]([S:8]([C:5]2[CH:4]=[CH:3][C:2]([NH:1][C:36](=[O:38])[CH3:37])=[CH:7][CH:6]=2)(=[O:9])=[O:10])[CH2:16][CH2:15]1)#[N:26]. The yield is 0.870. (5) The reactants are [C:1]1([C@@H:7]([N:9]([CH:16]2[CH2:25][CH2:24][C:19]3(OCC[O:20]3)[CH2:18][CH2:17]2)[C:10](=[O:15])[C:11]([F:14])([F:13])[F:12])[CH3:8])[CH:6]=[CH:5][CH:4]=[CH:3][CH:2]=1.Cl. The catalyst is O1CCCC1. The product is [C:1]1([C@@H:7]([N:9]([CH:16]2[CH2:25][CH2:24][C:19](=[O:20])[CH2:18][CH2:17]2)[C:10](=[O:15])[C:11]([F:12])([F:14])[F:13])[CH3:8])[CH:6]=[CH:5][CH:4]=[CH:3][CH:2]=1. The yield is 0.410. (6) The reactants are Cl[C:2]([O:4][C:5]1[CH:10]=[CH:9][C:8]([C:11](=[O:22])[NH:12][CH2:13][CH2:14][C:15]2[CH:20]=[CH:19][C:18]([Cl:21])=[CH:17][CH:16]=2)=[CH:7][CH:6]=1)=[O:3].[CH:23]1([CH2:26][N:27]2[CH2:32][CH2:31][NH:30][CH2:29][CH2:28]2)[CH2:25][CH2:24]1.[K+].[Br-].C(O)[C@H](O)[C@H]1OC(=O)C(O)=C1O. No catalyst specified. The product is [Cl:21][C:18]1[CH:19]=[CH:20][C:15]([CH2:14][CH2:13][NH:12][C:11]([C:8]2[CH:9]=[CH:10][C:5]([O:4][C:2]([N:30]3[CH2:31][CH2:32][N:27]([CH2:26][CH:23]4[CH2:25][CH2:24]4)[CH2:28][CH2:29]3)=[O:3])=[CH:6][CH:7]=2)=[O:22])=[CH:16][CH:17]=1. The yield is 0.180. (7) The reactants are Br[C:2]1[CH:11]=[C:10]2[C:5]([C:6]([C:12]3[C:13]([C:21]4[CH:26]=[CH:25][CH:24]=[C:23]([CH3:27])[N:22]=4)=[N:14][N:15]4[CH:20]=[CH:19][CH:18]=[CH:17][C:16]=34)=[CH:7][CH:8]=[N:9]2)=[CH:4][CH:3]=1.[C:28]1(P(C2C=CC=CC=2)C2C=CC=CC=2)C=CC=CC=1.[C:47]([O-:50])(=[O:49])C.[Na+].[C]=O. The catalyst is C([O-])(=O)C.[Pd+2].C([O-])(=O)C.CN(C=O)C.CO. The product is [CH3:28][O:50][C:47]([C:2]1[CH:11]=[C:10]2[C:5]([C:6]([C:12]3[C:13]([C:21]4[CH:26]=[CH:25][CH:24]=[C:23]([CH3:27])[N:22]=4)=[N:14][N:15]4[CH:20]=[CH:19][CH:18]=[CH:17][C:16]=34)=[CH:7][CH:8]=[N:9]2)=[CH:4][CH:3]=1)=[O:49]. The yield is 0.420.